The task is: Predict the product of the given reaction.. This data is from Forward reaction prediction with 1.9M reactions from USPTO patents (1976-2016). (1) Given the reactants Br[C:2]1[N:6](CC2C=CC(OC)=CC=2)[N:5]=[C:4]([C:16]2[S:17][C:18]([Cl:21])=[CH:19][CH:20]=2)[C:3]=1[C:22]1[CH:27]=[CH:26][N:25]=[CH:24][CH:23]=1.Br[C:29]1C(C2C=CN=CC=2)=C(C2SC(Cl)=CC=2)N(CC2C=CC(OC)=CC=2)[N:30]=1, predict the reaction product. The product is: [Cl:21][C:18]1[S:17][C:16]([C:4]2[C:3]([C:22]3[CH:23]=[CH:24][N:25]=[CH:26][CH:27]=3)=[C:2]([C:29]#[N:30])[NH:6][N:5]=2)=[CH:20][CH:19]=1. (2) Given the reactants P(Cl)(Cl)(Cl)=O.[F:6][C:7]1[C:13]([F:14])=[CH:12][CH:11]=[CH:10][C:8]=1[NH2:9].[CH2:15]([O:22][C:23]1[CH:32]=[C:31]2[C:26]([C:27]([NH:33][C:34]3[CH:38]=[C:37]([CH2:39][C:40](O)=[O:41])[NH:36][N:35]=3)=[N:28][CH:29]=[N:30]2)=[CH:25][CH:24]=1)[C:16]1[CH:21]=[CH:20][CH:19]=[CH:18][CH:17]=1, predict the reaction product. The product is: [CH2:15]([O:22][C:23]1[CH:32]=[C:31]2[C:26]([C:27]([NH:33][C:34]3[CH:38]=[C:37]([CH2:39][C:40]([NH:9][C:8]4[CH:10]=[CH:11][CH:12]=[C:13]([F:14])[C:7]=4[F:6])=[O:41])[NH:36][N:35]=3)=[N:28][CH:29]=[N:30]2)=[CH:25][CH:24]=1)[C:16]1[CH:21]=[CH:20][CH:19]=[CH:18][CH:17]=1. (3) Given the reactants CC1C=CC(S(O[CH2:12][CH:13]2[CH2:17][C:16]3[CH:18]=[C:19]([Cl:30])[CH:20]=[C:21]([C:22]4[CH:27]=[CH:26][CH:25]=[C:24]([CH3:28])[C:23]=4[CH3:29])[C:15]=3[O:14]2)(=O)=O)=CC=1.[CH3:31][NH2:32], predict the reaction product. The product is: [Cl:30][C:19]1[CH:20]=[C:21]([C:22]2[CH:27]=[CH:26][CH:25]=[C:24]([CH3:28])[C:23]=2[CH3:29])[C:15]2[O:14][CH:13]([CH2:12][NH:32][CH3:31])[CH2:17][C:16]=2[CH:18]=1.